This data is from Catalyst prediction with 721,799 reactions and 888 catalyst types from USPTO. The task is: Predict which catalyst facilitates the given reaction. (1) Reactant: [F:1][C:2]1[CH:7]=[CH:6][C:5]2[O:8][CH2:9][CH:10]3[CH:14]([C:15]4[CH:20]=[CH:19][CH:18]=[CH:17][CH:16]=4)[N:13]([C:21](Cl)=[O:22])[N:12]=[C:11]3[C:4]=2[CH:3]=1.[CH3:24][N:25]1[CH2:30][CH2:29][CH:28]([NH:31][CH3:32])[CH2:27][CH2:26]1.C(=O)(O)[O-].[Na+]. Product: [CH3:32][N:31]([CH:28]1[CH2:29][CH2:30][N:25]([CH3:24])[CH2:26][CH2:27]1)[C:21]([N:13]1[CH:14]([C:15]2[CH:20]=[CH:19][CH:18]=[CH:17][CH:16]=2)[CH:10]2[CH2:9][O:8][C:5]3[CH:6]=[CH:7][C:2]([F:1])=[CH:3][C:4]=3[C:11]2=[N:12]1)=[O:22]. The catalyst class is: 4. (2) Reactant: [C:1]1([S:7]([N:10]2[C:18]3[C:13](=[CH:14][C:15](SC)=[CH:16][CH:17]=3)[CH:12]=[C:11]2[CH2:21][C:22]2[O:26][C:25]([C:27]([O:29][CH2:30][CH3:31])=[O:28])=[CH:24][CH:23]=2)(=O)=[O:8])[CH:6]=[CH:5][CH:4]=[CH:3][CH:2]=1.O[O:33][S:34]([O-:36])=O.[K+].[C:38](=O)([O-])O.[Na+].[OH2:43]. Product: [C:1]1([S:7]([N:10]2[C:18]3[C:13](=[CH:14][C:15]([S:34]([CH3:38])(=[O:36])=[O:33])=[CH:16][CH:17]=3)[CH:12]=[C:11]2[CH2:21][C:22]2[O:26][C:25]([C:27]([O:29][CH2:30][CH3:31])=[O:28])=[CH:24][CH:23]=2)(=[O:8])=[O:43])[CH:2]=[CH:3][CH:4]=[CH:5][CH:6]=1. The catalyst class is: 7. (3) Reactant: [BH4-].[Na+].[CH3:3][O:4][C:5]1[CH:6]=[C:7]([N:14]2[CH2:19][CH2:18][CH:17]([N:20]3[CH2:25][CH2:24][N:23]([S:26]([CH3:29])(=[O:28])=[O:27])[CH2:22][CH2:21]3)[CH2:16][CH2:15]2)[CH:8]=[CH:9][C:10]=1[N+:11]([O-])=O.CO. Product: [CH3:3][O:4][C:5]1[CH:6]=[C:7]([N:14]2[CH2:19][CH2:18][CH:17]([N:20]3[CH2:21][CH2:22][N:23]([S:26]([CH3:29])(=[O:28])=[O:27])[CH2:24][CH2:25]3)[CH2:16][CH2:15]2)[CH:8]=[CH:9][C:10]=1[NH2:11]. The catalyst class is: 1. (4) Reactant: [Cl:1][C:2]1[CH:3]=[C:4]2[C:9](=[CH:10][CH:11]=1)[O:8][C:7](=[O:12])[CH:6]=[C:5]2[OH:13].[CH3:14][N:15]([CH3:20])[CH2:16][CH2:17][CH2:18]O. Product: [ClH:1].[Cl:1][C:2]1[CH:11]=[CH:10][C:9]2[O:8][C:7](=[O:12])[CH:6]=[C:5]([O:13][CH2:18][CH2:17][CH2:16][N:15]([CH3:20])[CH3:14])[C:4]=2[CH:3]=1. The catalyst class is: 12. (5) Reactant: [CH:1]([O:4][C:5]1[N:10]=[C:9]([C:11]2[CH:12]=[C:13]3[C:17](=[CH:18][CH:19]=2)[NH:16][CH:15]=[C:14]3[C:20]2[N:25]=[C:24]([NH:26][C@@H:27]3[CH2:32][CH2:31][CH2:30][N:29](C(OC(C)(C)C)=O)[CH2:28]3)[CH:23]=[N:22][CH:21]=2)[CH:8]=[N:7][CH:6]=1)([CH3:3])[CH3:2].Cl. Product: [CH:1]([O:4][C:5]1[N:10]=[C:9]([C:11]2[CH:12]=[C:13]3[C:17](=[CH:18][CH:19]=2)[NH:16][CH:15]=[C:14]3[C:20]2[N:25]=[C:24]([NH:26][C@@H:27]3[CH2:32][CH2:31][CH2:30][NH:29][CH2:28]3)[CH:23]=[N:22][CH:21]=2)[CH:8]=[N:7][CH:6]=1)([CH3:3])[CH3:2]. The catalyst class is: 25. (6) The catalyst class is: 64. Reactant: [CH:1]1([CH2:4][O:5][C:6]2[CH:7]=[C:8]([CH:12]=[CH:13][C:14]=2[N:15]([CH2:20][CH2:21][N:22]2[CH2:27][CH2:26][N:25]([CH3:28])[CH2:24][CH2:23]2)[S:16]([CH3:19])(=[O:18])=[O:17])[C:9]([O-:11])=[O:10])[CH2:3][CH2:2]1.[Li+].C(Cl)CCl.O[CH2:35][C:36]([O:38][CH2:39][C:40]1[CH:45]=[CH:44][CH:43]=[CH:42][CH:41]=1)=[O:37]. Product: [CH:1]1([CH2:4][O:5][C:6]2[CH:7]=[C:8]([CH:12]=[CH:13][C:14]=2[N:15]([CH2:20][CH2:21][N:22]2[CH2:23][CH2:24][N:25]([CH3:28])[CH2:26][CH2:27]2)[S:16]([CH3:19])(=[O:17])=[O:18])[C:9]([O:11][CH2:35][C:36]([O:38][CH2:39][C:40]2[CH:45]=[CH:44][CH:43]=[CH:42][CH:41]=2)=[O:37])=[O:10])[CH2:3][CH2:2]1. (7) Reactant: [C:1]([NH:4][C:5]1[S:9][C:8]2[C:10]([O:15][CH2:16][CH2:17][N:18]([CH2:21][CH3:22])[CH2:19][CH3:20])=[C:11](Br)[CH:12]=[CH:13][C:7]=2[C:6]=1[C:23]([O:25][CH2:26][CH3:27])=[O:24])(=[O:3])[CH3:2].[S:28]1[CH:32]=[CH:31][CH:30]=[C:29]1B(O)O.P([O-])([O-])([O-])=O.[K+].[K+].[K+]. Product: [C:1]([NH:4][C:5]1[S:9][C:8]2[C:10]([O:15][CH2:16][CH2:17][N:18]([CH2:21][CH3:22])[CH2:19][CH3:20])=[C:11]([C:29]3[S:28][CH:32]=[CH:31][CH:30]=3)[CH:12]=[CH:13][C:7]=2[C:6]=1[C:23]([O:25][CH2:26][CH3:27])=[O:24])(=[O:3])[CH3:2]. The catalyst class is: 47.